This data is from Forward reaction prediction with 1.9M reactions from USPTO patents (1976-2016). The task is: Predict the product of the given reaction. (1) Given the reactants [OH:1][CH2:2][C:3]1[CH:8]=[CH:7][C:6]([C:9]2([OH:13])[CH2:12][O:11][CH2:10]2)=[CH:5][CH:4]=1.C(N(CC)CC)C.[CH3:21][S:22](Cl)(=[O:24])=[O:23], predict the reaction product. The product is: [CH3:21][S:22]([O:1][CH2:2][C:3]1[CH:4]=[CH:5][C:6]([C:9]2([OH:13])[CH2:12][O:11][CH2:10]2)=[CH:7][CH:8]=1)(=[O:24])=[O:23]. (2) The product is: [CH:32]1([CH2:31][N:1]2[C:9]3[C:4](=[CH:5][C:6]([NH:10][C:11]4[N:20]=[CH:19][C:18]([CH:21]5[CH2:22][CH2:23]5)=[CH:17][C:12]=4[C:13]([OH:15])=[O:14])=[CH:7][CH:8]=3)[CH:3]=[CH:2]2)[CH2:37][CH2:36][CH2:35][CH2:34][CH2:33]1. Given the reactants [NH:1]1[C:9]2[C:4](=[CH:5][C:6]([NH:10][C:11]3[N:20]=[CH:19][C:18]([CH:21]4[CH2:23][CH2:22]4)=[CH:17][C:12]=3[C:13]([O:15]C)=[O:14])=[CH:7][CH:8]=2)[CH:3]=[CH:2]1.CC(C)([O-])C.[K+].Br[CH2:31][CH:32]1[CH2:37][CH2:36][CH2:35][CH2:34][CH2:33]1.Cl, predict the reaction product. (3) Given the reactants [NH2:1][C:2]1[N:10]=[CH:9][CH:8]=[CH:7][C:3]=1[C:4]([OH:6])=O.ON1C2C=CC=CC=2N=N1.CCN=C=NCCCN(C)C.[CH3:32][C:33]1[CH:40]=[CH:39][C:36]([CH2:37][NH2:38])=[CH:35][CH:34]=1, predict the reaction product. The product is: [CH3:32][C:33]1[CH:40]=[CH:39][C:36]([CH2:37][NH:38][C:4](=[O:6])[C:3]2[CH:7]=[CH:8][CH:9]=[N:10][C:2]=2[NH2:1])=[CH:35][CH:34]=1. (4) Given the reactants [NH2:1][C:2]([CH3:37])([CH3:36])[CH2:3][O:4][C:5]1[CH:10]=[CH:9][C:8]([NH:11][C:12]2[CH:17]=[CH:16][C:15]([CH2:18][CH2:19][NH:20][CH2:21][C@@H:22]([C:24]3[CH:33]=[CH:32][C:31]([OH:34])=[C:30]4[C:25]=3[CH:26]=[CH:27][C:28](=[O:35])[NH:29]4)[OH:23])=[CH:14][CH:13]=2)=[CH:7][CH:6]=1.[CH3:38][O:39][C:40]1[CH:50]=[CH:49][C:43]([CH:44]=[CH:45][C:46]([OH:48])=[O:47])=[CH:42][CH:41]=1, predict the reaction product. The product is: [CH3:38][O:39][C:40]1[CH:50]=[CH:49][C:43]([CH:44]=[CH:45][C:46]([OH:48])=[O:47])=[CH:42][CH:41]=1.[NH2:1][C:2]([CH3:37])([CH3:36])[CH2:3][O:4][C:5]1[CH:10]=[CH:9][C:8]([NH:11][C:12]2[CH:13]=[CH:14][C:15]([CH2:18][CH2:19][NH:20][CH2:21][C@@H:22]([C:24]3[CH:33]=[CH:32][C:31]([OH:34])=[C:30]4[C:25]=3[CH:26]=[CH:27][C:28](=[O:35])[NH:29]4)[OH:23])=[CH:16][CH:17]=2)=[CH:7][CH:6]=1. (5) Given the reactants [OH:1][C:2]1[CH:9]=[CH:8][C:5]([C:6]#[N:7])=[CH:4][C:3]=1[C:10]([F:13])([F:12])[F:11].[C:14]1(P(C2C=CC=CC=2)C2C=CC=CC=2)[CH:19]=CC=C[CH:15]=1.C1C=CC(COC(/N=N/C(OCC2C=CC=CC=2)=O)=O)=CC=1.CC(O)C.C(O)(C(F)(F)F)=O.[OH-].[Na+], predict the reaction product. The product is: [CH:14]([O:1][C:2]1[CH:9]=[CH:8][C:5]([C:6]#[N:7])=[CH:4][C:3]=1[C:10]([F:11])([F:12])[F:13])([CH3:19])[CH3:15]. (6) Given the reactants [Cl:1][C:2]1[CH:3]=[C:4]2[C:8](=[CH:9][CH:10]=1)[N:7]([C:11]#[N:12])[C:6]([C:13]1[C:17]([CH3:18])=[CH:16][S:15][C:14]=1[CH3:19])=[C:5]2[C:20]1[CH:25]=[CH:24][C:23]([O:26]C)=[CH:22][CH:21]=1.B(F)(F)F.S(C)C.C([O-])(O)=O.[Na+], predict the reaction product. The product is: [Cl:1][C:2]1[CH:3]=[C:4]2[C:8](=[CH:9][CH:10]=1)[N:7]([C:11]#[N:12])[C:6]([C:13]1[C:17]([CH3:18])=[CH:16][S:15][C:14]=1[CH3:19])=[C:5]2[C:20]1[CH:25]=[CH:24][C:23]([OH:26])=[CH:22][CH:21]=1. (7) Given the reactants OC1C(=O)NN=C(CCC2C=CC=CC=2)C=1.C([O:24][C:25]1[N:26]=[N:27][C:28]([C:39]#[C:40][C:41]2[CH:46]=[CH:45][CH:44]=[C:43]([O:47][C:48]([F:51])([F:50])[F:49])[CH:42]=2)=[CH:29][C:30]=1[O:31]CC1C=CC=CC=1)C1C=CC=CC=1, predict the reaction product. The product is: [OH:31][C:30]1[C:25](=[O:24])[NH:26][N:27]=[C:28]([CH2:39][CH2:40][C:41]2[CH:46]=[CH:45][CH:44]=[C:43]([O:47][C:48]([F:50])([F:49])[F:51])[CH:42]=2)[CH:29]=1.